This data is from Reaction yield outcomes from USPTO patents with 853,638 reactions. The task is: Predict the reaction yield, written as a fraction of the theoretical maximum amount of product (1.0 means a 100% yield; for example, 0.34 means a 34% yield). (1) The reactants are [NH2:1][C:2]1[C:9]([F:10])=[CH:8][C:5]([C:6]#N)=[C:4]([F:11])[C:3]=1[Br:12].C(O)=[O:14]. The catalyst is [Ni]. The product is [NH2:1][C:2]1[C:9]([F:10])=[CH:8][C:5]([CH:6]=[O:14])=[C:4]([F:11])[C:3]=1[Br:12]. The yield is 0.830. (2) The catalyst is CO. The product is [Br:1][C:2]1[CH:9]=[C:6]([CH2:7][OH:8])[CH:5]=[N:4][CH:3]=1. The yield is 0.900. The reactants are [Br:1][C:2]1[CH:3]=[N:4][CH:5]=[C:6]([CH:9]=1)[CH:7]=[O:8].[BH4-].[Na+].